This data is from Forward reaction prediction with 1.9M reactions from USPTO patents (1976-2016). The task is: Predict the product of the given reaction. Given the reactants [NH:1]1[C:9]2[C:4](=[CH:5][CH:6]=[CH:7][CH:8]=2)[C:3]([C:10]2[NH:11][C:12]3[C:13]([N:28]=2)=[CH:14][C:15]2[C:16]([CH3:27])([CH3:26])[C:17](=[O:25])[N:18]([CH2:21][CH2:22][S:23][CH3:24])[C:19]=2[CH:20]=3)=[N:2]1.ClC1C=C(C=CC=1)C(OO)=[O:34], predict the reaction product. The product is: [NH:1]1[C:9]2[C:4](=[CH:5][CH:6]=[CH:7][CH:8]=2)[C:3]([C:10]2[NH:11][C:12]3[C:13]([N:28]=2)=[CH:14][C:15]2[C:16]([CH3:26])([CH3:27])[C:17](=[O:25])[N:18]([CH2:21][CH2:22][S:23]([CH3:24])=[O:34])[C:19]=2[CH:20]=3)=[N:2]1.